From a dataset of Catalyst prediction with 721,799 reactions and 888 catalyst types from USPTO. Predict which catalyst facilitates the given reaction. (1) The catalyst class is: 4. Reactant: [CH3:1][NH:2][C@@H:3]([C:11]1[CH:16]=[CH:15][CH:14]=[C:13]([N+:17]([O-:19])=[O:18])[CH:12]=1)[CH2:4][N:5]1[CH2:9][CH2:8][C@H:7]([OH:10])[CH2:6]1.[C:20]1([CH:26]([C:30]2[CH:35]=[CH:34][CH:33]=[CH:32][CH:31]=2)[C:27](Cl)=[O:28])[CH:25]=[CH:24][CH:23]=[CH:22][CH:21]=1.C(N(CC)[CH:40]([CH3:42])[CH3:41])(C)C. Product: [C:20]1([CH:26]([C:30]2[CH:35]=[CH:34][CH:33]=[CH:32][CH:31]=2)[C:27]([O:10][C@H:7]2[CH2:8][CH2:9][N:5]([CH2:4][C@@H:3]([N:2]([C:27](=[O:28])[CH:26]([C:41]3[CH:40]=[CH:42][CH:31]=[CH:30][CH:35]=3)[C:20]3[CH:21]=[CH:22][CH:23]=[CH:24][CH:25]=3)[CH3:1])[C:11]3[CH:16]=[CH:15][CH:14]=[C:13]([N+:17]([O-:19])=[O:18])[CH:12]=3)[CH2:6]2)=[O:28])[CH:25]=[CH:24][CH:23]=[CH:22][CH:21]=1. (2) Reactant: [N+:1]([C:4]1[N:9]=[CH:8][C:7]([O:10][C:11]2[CH:12]=[C:13]([CH:21]=[CH:22][CH:23]=2)[C:14]([O:16][C:17]([CH3:20])([CH3:19])[CH3:18])=[O:15])=[CH:6][CH:5]=1)([O-])=O. Product: [NH2:1][C:4]1[N:9]=[CH:8][C:7]([O:10][C:11]2[CH:12]=[C:13]([CH:21]=[CH:22][CH:23]=2)[C:14]([O:16][C:17]([CH3:19])([CH3:20])[CH3:18])=[O:15])=[CH:6][CH:5]=1. The catalyst class is: 78. (3) Reactant: [H][H].Cl[C:4]1[CH:9]=[C:8]([C:10]([OH:12])=[O:11])[CH:7]=[C:6]([CH3:13])[N:5]=1.C(N(CC)CC)C. The catalyst class is: 63. Product: [CH3:13][C:6]1[N:5]=[CH:4][CH:9]=[C:8]([C:10]([OH:12])=[O:11])[CH:7]=1.